This data is from Forward reaction prediction with 1.9M reactions from USPTO patents (1976-2016). The task is: Predict the product of the given reaction. (1) Given the reactants [F:1][C:2]([F:24])([C:18]1[CH:23]=[CH:22][CH:21]=[CH:20][CH:19]=1)[C:3]1[CH:4]=[N:5][C:6]([N:9]2[CH2:14][CH2:13][N:12](C([O-])=O)[CH2:11][CH2:10]2)=[N:7][CH:8]=1.I[Si](C)(C)C, predict the reaction product. The product is: [F:24][C:2]([F:1])([C:18]1[CH:23]=[CH:22][CH:21]=[CH:20][CH:19]=1)[C:3]1[CH:4]=[N:5][C:6]([N:9]2[CH2:14][CH2:13][NH:12][CH2:11][CH2:10]2)=[N:7][CH:8]=1. (2) Given the reactants F[C:2]1[CH:12]=[CH:11][C:5]([C:6]([N:8]([CH3:10])[CH3:9])=[O:7])=[CH:4][C:3]=1[N+:13]([O-])=O.[C:16]1([CH3:27])[CH:21]=[CH:20][CH:19]=[C:18]([C:22]2[NH:23][CH:24]=[CH:25][N:26]=2)[CH:17]=1.[C:28](=O)([O-])[O-:29].[K+].[K+].[O-]S([O-])(=S)=O.[Na+].[Na+].C(=O)([O-])O.[Na+], predict the reaction product. The product is: [CH3:9][N:8]([CH3:10])[C:6]([C:5]1[CH:4]=[C:3]2[C:2](=[CH:12][CH:11]=1)[N:26]1[C:22]([C:18]3[CH:17]=[C:16]([CH3:27])[CH:21]=[CH:20][CH:19]=3)=[N:23][CH:24]=[C:25]1[C:28](=[O:29])[NH:13]2)=[O:7]. (3) Given the reactants [F:1][C:2]1[CH:3]=[C:4](B(O)O)[CH:5]=[CH:6][CH:7]=1.[N:11]1([CH2:16][C:17]2[CH:18]=[CH:19][C:20](Br)=[N:21][CH:22]=2)[CH:15]=[CH:14][N:13]=[CH:12]1, predict the reaction product. The product is: [F:1][C:2]1[CH:3]=[C:4]([C:20]2[CH:19]=[CH:18][C:17]([CH2:16][N:11]3[CH:15]=[CH:14][N:13]=[CH:12]3)=[CH:22][N:21]=2)[CH:5]=[CH:6][CH:7]=1. (4) Given the reactants [NH2:1][C:2]1[CH:7]=[CH:6][CH:5]=[CH:4][C:3]=1[SH:8].Br[C:10]1[CH:18]=[C:17]([C:19](O)=[O:20])[CH:16]=[CH:15][C:11]=1[C:12]([OH:14])=[O:13].N1C2C(=CC=CC=2)C=CC=1.Cl, predict the reaction product. The product is: [O:20]=[C:19]1[C:17]2[CH:18]=[CH:10][C:11]([C:12]([OH:14])=[O:13])=[CH:15][C:16]=2[S:8][C:3]2[CH:4]=[CH:5][CH:6]=[CH:7][C:2]=2[NH:1]1. (5) Given the reactants [Cl:1][C:2]1[CH:3]=[C:4]([CH:9]=[CH:10][CH:11]=1)[C:5]([NH:7][OH:8])=[NH:6].[C:12]1(=O)[O:17][C:15](=[O:16])[CH2:14][CH2:13]1, predict the reaction product. The product is: [Cl:1][C:2]1[CH:3]=[C:4]([C:5]2[N:6]=[C:12]([CH2:13][CH2:14][C:15]([OH:17])=[O:16])[O:8][N:7]=2)[CH:9]=[CH:10][CH:11]=1. (6) Given the reactants [CH:1]1([NH:6][C:7]2[N:12]=[C:11]([C:13]3[C:14]([C:28]4[CH:33]=[CH:32][C:31]([F:34])=[CH:30][CH:29]=4)=[N:15][N:16]4[C:21]([CH3:22])=[C:20]([C:23]([O:25]CC)=[O:24])[CH:19]=[CH:18][C:17]=34)[CH:10]=[CH:9][N:8]=2)[CH2:5][CH2:4][CH2:3][CH2:2]1.[OH-].[Li+], predict the reaction product. The product is: [CH:1]1([NH:6][C:7]2[N:12]=[C:11]([C:13]3[C:14]([C:28]4[CH:29]=[CH:30][C:31]([F:34])=[CH:32][CH:33]=4)=[N:15][N:16]4[C:21]([CH3:22])=[C:20]([C:23]([OH:25])=[O:24])[CH:19]=[CH:18][C:17]=34)[CH:10]=[CH:9][N:8]=2)[CH2:2][CH2:3][CH2:4][CH2:5]1. (7) Given the reactants [N:1]1([C:6]2[C:10]3[CH2:11][N:12](C(OC(C)(C)C)=O)[CH2:13][CH2:14][C:9]=3[NH:8][N:7]=2)[CH2:5][CH2:4][CH2:3][CH2:2]1.Cl.O1CCOCC1, predict the reaction product. The product is: [N:1]1([C:6]2[C:10]3[CH2:11][NH:12][CH2:13][CH2:14][C:9]=3[NH:8][N:7]=2)[CH2:2][CH2:3][CH2:4][CH2:5]1. (8) The product is: [Si:23]([O:1][CH2:2][CH2:3][CH2:4][C@H:5]([CH2:12][CH2:13][CH:14]([CH3:16])[CH3:15])[C:6]([N:8]([O:10][CH3:11])[CH3:9])=[O:7])([C:26]([CH3:29])([CH3:28])[CH3:27])([CH3:25])[CH3:24]. Given the reactants [OH:1][CH2:2][CH2:3][CH2:4][C@H:5]([CH2:12][CH2:13][CH:14]([CH3:16])[CH3:15])[C:6]([N:8]([O:10][CH3:11])[CH3:9])=[O:7].FC(F)(F)S(O[Si:23]([C:26]([CH3:29])([CH3:28])[CH3:27])([CH3:25])[CH3:24])(=O)=O.N1C(C)=CC=CC=1C, predict the reaction product.